From a dataset of TCR-epitope binding with 47,182 pairs between 192 epitopes and 23,139 TCRs. Binary Classification. Given a T-cell receptor sequence (or CDR3 region) and an epitope sequence, predict whether binding occurs between them. (1) The epitope is QYDPVAALF. The TCR CDR3 sequence is CASSLTLGSSEQFF. Result: 0 (the TCR does not bind to the epitope). (2) The epitope is ILHCANFNV. The TCR CDR3 sequence is CASSEGGPGNTIYF. Result: 0 (the TCR does not bind to the epitope). (3) The epitope is GLCTLVAML. The TCR CDR3 sequence is CASSLSGNEQYF. Result: 1 (the TCR binds to the epitope). (4) The epitope is LPPAYTNSF. The TCR CDR3 sequence is CASSEGHPGVGQYF. Result: 1 (the TCR binds to the epitope).